From a dataset of Reaction yield outcomes from USPTO patents with 853,638 reactions. Predict the reaction yield, written as a fraction of the theoretical maximum amount of product (1.0 means a 100% yield; for example, 0.34 means a 34% yield). The reactants are CO[C:3]1[CH:4]=[C:5]([CH:8]=[CH:9][C:10]=1[N+:11]([O-:13])=[O:12])[C:6]#[N:7].[CH3:14][C:15]([CH3:20])([CH3:19])[CH2:16][CH2:17][NH2:18]. No catalyst specified. The product is [CH3:14][C:15]([CH3:20])([CH3:19])[CH2:16][CH2:17][NH:18][C:3]1[CH:4]=[C:5]([CH:8]=[CH:9][C:10]=1[N+:11]([O-:13])=[O:12])[C:6]#[N:7]. The yield is 0.540.